The task is: Predict the reaction yield, written as a fraction of the theoretical maximum amount of product (1.0 means a 100% yield; for example, 0.34 means a 34% yield).. This data is from Reaction yield outcomes from USPTO patents with 853,638 reactions. (1) The reactants are [O:1]=[C:2]1[CH2:7][NH:6][CH2:5][CH2:4][N:3]1[C:8]1[CH:13]=[CH:12][C:11]([S:14]([NH:17][C:18]2[S:19][CH:20]=[CH:21][N:22]=2)(=[O:16])=[O:15])=[CH:10][CH:9]=1.[Cl:23][C:24]1[CH:25]=[C:26]2[C:31](=[CH:32][CH:33]=1)[N:30]([C@@H:34]([CH:38]([CH3:40])[CH3:39])[C:35](O)=[O:36])[CH2:29][CH2:28][CH2:27]2.CN(C(ON1N=NC2C=CC=NC1=2)=[N+](C)C)C.F[P-](F)(F)(F)(F)F.C(=O)(O)[O-].[Na+]. The catalyst is CN(C=O)C. The product is [Cl:23][C:24]1[CH:25]=[C:26]2[C:31](=[CH:32][CH:33]=1)[N:30]([C@@H:34]([CH:38]([CH3:40])[CH3:39])[C:35]([N:6]1[CH2:5][CH2:4][N:3]([C:8]3[CH:9]=[CH:10][C:11]([S:14]([NH:17][C:18]4[S:19][CH:20]=[CH:21][N:22]=4)(=[O:16])=[O:15])=[CH:12][CH:13]=3)[C:2](=[O:1])[CH2:7]1)=[O:36])[CH2:29][CH2:28][CH2:27]2. The yield is 0.320. (2) The reactants are [CH2:1]([N:8]([C:19]([O:21][CH2:22][C:23]1[CH:28]=[CH:27][CH:26]=[CH:25][CH:24]=1)=[O:20])[C@@H:9]1[C@@H:14]2[CH2:15][C@@H:11]([CH2:12][C@@H:13]2C(O)=O)[CH2:10]1)[C:2]1[CH:7]=[CH:6][CH:5]=[CH:4][CH:3]=1.CC[N:31](CC)CC.ClC(OCC)=O.[N-]=[N+]=[N-].[Na+]. The yield is 0.730. The product is [CH2:22]([O:21][C:19](=[O:20])[N:8]([C@H:9]1[CH2:10][C@H:11]2[CH2:15][C@@H:14]1[C@@H:13]([NH2:31])[CH2:12]2)[CH2:1][C:2]1[CH:7]=[CH:6][CH:5]=[CH:4][CH:3]=1)[C:23]1[CH:28]=[CH:27][CH:26]=[CH:25][CH:24]=1. The catalyst is C(Cl)Cl.C1(C)C=CC=CC=1.CC(C)=O.O.C1(C)C=CC=CC=1.